From a dataset of Full USPTO retrosynthesis dataset with 1.9M reactions from patents (1976-2016). Predict the reactants needed to synthesize the given product. Given the product [Cl:9][C:10]1[N:15]=[CH:14][C:13]([S:16]([N:6]2[CH2:7][CH2:8][N:3]([CH2:1][CH3:2])[CH2:4][CH2:5]2)(=[O:18])=[O:17])=[CH:12][CH:11]=1, predict the reactants needed to synthesize it. The reactants are: [CH2:1]([N:3]1[CH2:8][CH2:7][NH:6][CH2:5][CH2:4]1)[CH3:2].[Cl:9][C:10]1[N:15]=[CH:14][C:13]([S:16](Cl)(=[O:18])=[O:17])=[CH:12][CH:11]=1.